This data is from Forward reaction prediction with 1.9M reactions from USPTO patents (1976-2016). The task is: Predict the product of the given reaction. (1) The product is: [NH2:25][CH2:24][C:23]([C:20]1[CH:19]=[CH:18][C:17]([C:4]2[C:5]3[C:6]4[CH:16]=[CH:15][S:14][C:7]=4[C:8](=[O:13])[NH:9][C:10]=3[CH:11]=[CH:12][C:3]=2[O:2][CH3:1])=[CH:22][CH:21]=1)([CH3:27])[CH3:26]. Given the reactants [CH3:1][O:2][C:3]1[CH:12]=[CH:11][C:10]2[NH:9][C:8](=[O:13])[C:7]3[S:14][CH:15]=[CH:16][C:6]=3[C:5]=2[C:4]=1[C:17]1[CH:22]=[CH:21][C:20]([C:23]([CH3:27])([CH3:26])[C:24]#[N:25])=[CH:19][CH:18]=1.B, predict the reaction product. (2) Given the reactants [CH2:1]([N:8]([C:11]1[CH:16]=[CH:15][CH:14]=[CH:13][CH:12]=1)[CH2:9][CH3:10])[C:2]1[CH:7]=[CH:6][CH:5]=[CH:4][CH:3]=1.[Br:17]C1C(=O)C(Br)=CC(Br)(Br)C=1, predict the reaction product. The product is: [CH2:1]([N:8]([C:11]1[CH:16]=[CH:15][C:14]([Br:17])=[CH:13][CH:12]=1)[CH2:9][CH3:10])[C:2]1[CH:7]=[CH:6][CH:5]=[CH:4][CH:3]=1. (3) Given the reactants [Cl-].[NH4+].[CH3:3][NH:4][C:5](=[O:15])[C:6]1[CH:11]=[CH:10][C:9]([N+:12]([O-])=O)=[CH:8][CH:7]=1, predict the reaction product. The product is: [NH2:12][C:9]1[CH:8]=[CH:7][C:6]([C:5]([NH:4][CH3:3])=[O:15])=[CH:11][CH:10]=1. (4) The product is: [Cl:14][C:12]1[N:11]=[C:10]2[C:6]([N:7]=[CH:8][N:9]2[CH:15]2[CH2:19][CH2:18][CH2:17][CH2:16]2)=[C:5]([NH:4][CH2:3][CH2:2][NH:1][C:34](=[O:35])[C:33]2[CH:32]=[C:31]([Cl:30])[CH:39]=[C:38]([Cl:40])[CH:37]=2)[N:13]=1. Given the reactants [NH2:1][CH2:2][CH2:3][NH:4][C:5]1[N:13]=[C:12]([Cl:14])[N:11]=[C:10]2[C:6]=1[N:7]=[CH:8][N:9]2[CH:15]1[CH2:19][CH2:18][CH2:17][CH2:16]1.C(Cl)Cl.C(N(CC)CC)C.[Cl:30][C:31]1[CH:32]=[C:33]([CH:37]=[C:38]([Cl:40])[CH:39]=1)[C:34](Cl)=[O:35], predict the reaction product. (5) Given the reactants [N:1]1([C:10](=[N:28][C:29]2[CH:34]=[CH:33][CH:32]=[CH:31][CH:30]=2)[C:11]2[C:16](=[O:17])[CH:15]=[CH:14][N:13]([C:18]3[CH:23]=[CH:22][CH:21]=[C:20]([C:24]([F:27])([F:26])[F:25])[CH:19]=3)[N:12]=2)C2C=CC=CC=2[N:3]=[N:2]1.[N-]=[N+]=[N-].[Na+].FC(F)(F)C(O)=O, predict the reaction product. The product is: [C:29]1([N:28]2[C:10]([C:11]3[C:16](=[O:17])[CH:15]=[CH:14][N:13]([C:18]4[CH:23]=[CH:22][CH:21]=[C:20]([C:24]([F:27])([F:26])[F:25])[CH:19]=4)[N:12]=3)=[N:1][N:2]=[N:3]2)[CH:34]=[CH:33][CH:32]=[CH:31][CH:30]=1. (6) Given the reactants [NH2:1][C:2]1[CH:7]=[C:6]([CH3:8])[N:5]=[C:4]([CH3:9])[N:3]=1.Br[CH2:11][C:12](=O)[C:13]([O:15][CH2:16][CH3:17])=[O:14], predict the reaction product. The product is: [CH3:9][C:4]1[N:3]2[CH:11]=[C:12]([C:13]([O:15][CH2:16][CH3:17])=[O:14])[N:1]=[C:2]2[CH:7]=[C:6]([CH3:8])[N:5]=1. (7) Given the reactants [F:1][C:2]1[CH:3]=[C:4]([C:9]2[CH:10]=[N:11][C:12]3[C:17]([N:18]=2)=[C:16]([C:19]([NH:21][CH2:22][C:23]([O:25]CC)=[O:24])=[O:20])[C:15]([OH:28])=[C:14]([C:29]2[S:30][CH:31]=[CH:32][CH:33]=2)[CH:13]=3)[CH:5]=[CH:6][C:7]=1[F:8].[OH-].[Na+], predict the reaction product. The product is: [F:1][C:2]1[CH:3]=[C:4]([C:9]2[CH:10]=[N:11][C:12]3[C:17]([N:18]=2)=[C:16]([C:19]([NH:21][CH2:22][C:23]([OH:25])=[O:24])=[O:20])[C:15]([OH:28])=[C:14]([C:29]2[S:30][CH:31]=[CH:32][CH:33]=2)[CH:13]=3)[CH:5]=[CH:6][C:7]=1[F:8]. (8) Given the reactants [Cl:1][C:2]1[N:7]=[CH:6][C:5]([C:8]([CH3:15])([CH3:14])[C:9]([O:11]CC)=[O:10])=[CH:4][CH:3]=1.[OH-].[Na+], predict the reaction product. The product is: [Cl:1][C:2]1[N:7]=[CH:6][C:5]([C:8]([CH3:15])([CH3:14])[C:9]([OH:11])=[O:10])=[CH:4][CH:3]=1. (9) Given the reactants [CH:1]1([S:4]([C:7]2[CH:12]=[CH:11][C:10]([CH:13]([C:21]3[NH:25][C:24]([C:26]4[N:31]=[CH:30][C:29]([S:32][CH2:33][C:34]([O:36]CC)=[O:35])=[CH:28][CH:27]=4)=[CH:23][CH:22]=3)[CH2:14][CH:15]3[CH2:20][CH2:19][O:18][CH2:17][CH2:16]3)=[CH:9][CH:8]=2)(=[O:6])=[O:5])[CH2:3][CH2:2]1.[OH-].[Na+].Cl, predict the reaction product. The product is: [CH:1]1([S:4]([C:7]2[CH:12]=[CH:11][C:10]([CH:13]([C:21]3[NH:25][C:24]([C:26]4[N:31]=[CH:30][C:29]([S:32][CH2:33][C:34]([OH:36])=[O:35])=[CH:28][CH:27]=4)=[CH:23][CH:22]=3)[CH2:14][CH:15]3[CH2:20][CH2:19][O:18][CH2:17][CH2:16]3)=[CH:9][CH:8]=2)(=[O:5])=[O:6])[CH2:3][CH2:2]1. (10) Given the reactants [CH3:1][C:2]1([C:5]([OH:7])=O)[CH2:4][CH2:3]1.CN(C(ON1N=NC2C=CC=NC1=2)=[N+](C)C)C.F[P-](F)(F)(F)(F)F.CCN(C(C)C)C(C)C.[O:41]1[CH2:46][CH2:45][O:44][C:43]2[CH:47]=[C:48]([C@@H:51]([O:55][C:56]3[CH:57]=[C:58]4[C:62](=[CH:63][CH:64]=3)[N:61]([C:65]3[CH:70]=[CH:69][C:68]([F:71])=[CH:67][CH:66]=3)[N:60]=[CH:59]4)[C@@H:52]([NH2:54])[CH3:53])[CH:49]=[CH:50][C:42]1=2, predict the reaction product. The product is: [O:41]1[CH2:46][CH2:45][O:44][C:43]2[CH:47]=[C:48]([C@@H:51]([O:55][C:56]3[CH:57]=[C:58]4[C:62](=[CH:63][CH:64]=3)[N:61]([C:65]3[CH:66]=[CH:67][C:68]([F:71])=[CH:69][CH:70]=3)[N:60]=[CH:59]4)[C@@H:52]([NH:54][C:5]([C:2]3([CH3:1])[CH2:4][CH2:3]3)=[O:7])[CH3:53])[CH:49]=[CH:50][C:42]1=2.